This data is from NCI-60 drug combinations with 297,098 pairs across 59 cell lines. The task is: Regression. Given two drug SMILES strings and cell line genomic features, predict the synergy score measuring deviation from expected non-interaction effect. (1) Drug 1: C1=CC=C(C=C1)NC(=O)CCCCCCC(=O)NO. Drug 2: C1CC(CCC1OC2=C(C(=CC=C2)Cl)F)(CC3=NC(=CC=C3)NC4=NC=CS4)C(=O)O. Cell line: SK-OV-3. Synergy scores: CSS=62.2, Synergy_ZIP=4.33, Synergy_Bliss=6.11, Synergy_Loewe=0.624, Synergy_HSA=7.45. (2) Drug 1: C1CN(P(=O)(OC1)NCCCl)CCCl. Drug 2: COCCOC1=C(C=C2C(=C1)C(=NC=N2)NC3=CC=CC(=C3)C#C)OCCOC.Cl. Cell line: HT29. Synergy scores: CSS=-6.56, Synergy_ZIP=3.25, Synergy_Bliss=2.92, Synergy_Loewe=-2.29, Synergy_HSA=-2.88. (3) Drug 1: CCCCCOC(=O)NC1=NC(=O)N(C=C1F)C2C(C(C(O2)C)O)O. Drug 2: C1CN(P(=O)(OC1)NCCCl)CCCl. Cell line: 786-0. Synergy scores: CSS=1.78, Synergy_ZIP=-1.03, Synergy_Bliss=-0.722, Synergy_Loewe=-0.397, Synergy_HSA=0.323. (4) Drug 1: CNC(=O)C1=NC=CC(=C1)OC2=CC=C(C=C2)NC(=O)NC3=CC(=C(C=C3)Cl)C(F)(F)F. Drug 2: CC1C(C(CC(O1)OC2CC(CC3=C2C(=C4C(=C3O)C(=O)C5=CC=CC=C5C4=O)O)(C(=O)C)O)N)O. Cell line: MOLT-4. Synergy scores: CSS=64.1, Synergy_ZIP=1.83, Synergy_Bliss=0.708, Synergy_Loewe=-13.5, Synergy_HSA=3.22. (5) Drug 1: C1CCC(C1)C(CC#N)N2C=C(C=N2)C3=C4C=CNC4=NC=N3. Drug 2: CC(C1=C(C=CC(=C1Cl)F)Cl)OC2=C(N=CC(=C2)C3=CN(N=C3)C4CCNCC4)N. Cell line: HS 578T. Synergy scores: CSS=1.19, Synergy_ZIP=4.40, Synergy_Bliss=11.2, Synergy_Loewe=2.18, Synergy_HSA=4.07. (6) Drug 1: C1=CC(=CC=C1CCCC(=O)O)N(CCCl)CCCl. Drug 2: CC1C(C(CC(O1)OC2CC(CC3=C2C(=C4C(=C3O)C(=O)C5=C(C4=O)C(=CC=C5)OC)O)(C(=O)CO)O)N)O.Cl. Cell line: SF-539. Synergy scores: CSS=45.5, Synergy_ZIP=-3.03, Synergy_Bliss=-2.84, Synergy_Loewe=-12.4, Synergy_HSA=-0.884. (7) Drug 1: CN1C(=O)N2C=NC(=C2N=N1)C(=O)N. Drug 2: C1CNP(=O)(OC1)N(CCCl)CCCl. Cell line: SN12C. Synergy scores: CSS=3.24, Synergy_ZIP=-1.77, Synergy_Bliss=-0.857, Synergy_Loewe=-1.21, Synergy_HSA=-0.484. (8) Drug 1: CC1=C(C=C(C=C1)NC2=NC=CC(=N2)N(C)C3=CC4=NN(C(=C4C=C3)C)C)S(=O)(=O)N.Cl. Drug 2: C(=O)(N)NO. Cell line: RPMI-8226. Synergy scores: CSS=1.53, Synergy_ZIP=-1.62, Synergy_Bliss=-1.31, Synergy_Loewe=-11.9, Synergy_HSA=-9.15. (9) Drug 1: CC(CN1CC(=O)NC(=O)C1)N2CC(=O)NC(=O)C2. Synergy scores: CSS=75.6, Synergy_ZIP=-2.23, Synergy_Bliss=-2.40, Synergy_Loewe=-1.94, Synergy_HSA=1.08. Drug 2: COC1=NC(=NC2=C1N=CN2C3C(C(C(O3)CO)O)O)N. Cell line: CCRF-CEM. (10) Drug 1: C1=NC(=NC(=O)N1C2C(C(C(O2)CO)O)O)N. Drug 2: CCCCC(=O)OCC(=O)C1(CC(C2=C(C1)C(=C3C(=C2O)C(=O)C4=C(C3=O)C=CC=C4OC)O)OC5CC(C(C(O5)C)O)NC(=O)C(F)(F)F)O. Cell line: HOP-92. Synergy scores: CSS=56.6, Synergy_ZIP=2.13, Synergy_Bliss=3.36, Synergy_Loewe=-0.0401, Synergy_HSA=5.09.